This data is from Catalyst prediction with 721,799 reactions and 888 catalyst types from USPTO. The task is: Predict which catalyst facilitates the given reaction. (1) Reactant: [C:1]([C:3]1[C:11]2[C:6](=[CH:7][C:8](C(O)=O)=[CH:9][CH:10]=2)[N:5]([CH2:15][CH3:16])[CH:4]=1)#[N:2].CC[N:19]([CH2:22]C)CC.C1(P(N=[N+]=[N-])(C2C=CC=CC=2)=[O:31])C=CC=CC=1.[C:41]([OH:45])([CH3:44])([CH3:43])[CH3:42]. Product: [C:1]([C:3]1[C:11]2[C:6](=[CH:7][C:8]([NH:19][C:22](=[O:31])[O:45][C:41]([CH3:44])([CH3:43])[CH3:42])=[CH:9][CH:10]=2)[N:5]([CH2:15][CH3:16])[CH:4]=1)#[N:2]. The catalyst class is: 25. (2) Reactant: [C:1](#[N:3])C.[Cl:4][C:5]1[CH:10]=[C:9]([C:11]([F:14])([F:13])[F:12])[CH:8]=[CH:7][N+:6]=1[O-].C[Si](C#N)(C)C. Product: [Cl:4][C:5]1[CH:10]=[C:9]([C:11]([F:14])([F:13])[F:12])[CH:8]=[C:7]([C:1]#[N:3])[N:6]=1. The catalyst class is: 66. (3) Reactant: N1C=CC=CC=1.B(O)(O)[C:8]1[CH:9]=[CH:10][C:11]([CH3:14])=[CH:12][CH:13]=1.[Si:17]([C:24]1[CH:28]=[C:27]([C:29]([O:31][CH2:32][CH3:33])=[O:30])[NH:26][N:25]=1)([C:20]([CH3:23])([CH3:22])[CH3:21])([CH3:19])[CH3:18]. Product: [Si:17]([C:24]1[CH:28]=[C:27]([C:29]([O:31][CH2:32][CH3:33])=[O:30])[N:26]([C:8]2[CH:9]=[CH:10][C:11]([CH3:14])=[CH:12][CH:13]=2)[N:25]=1)([C:20]([CH3:23])([CH3:22])[CH3:21])([CH3:19])[CH3:18]. The catalyst class is: 302. (4) Reactant: [CH2:1]([O:3][C:4](=[O:13])[C:5]1[CH:10]=[C:9]([F:11])[CH:8]=[N:7][C:6]=1Cl)[CH3:2].[F:14][C:15]1[CH:21]=[CH:20][C:18]([NH2:19])=[CH:17][CH:16]=1. Product: [F:11][C:9]1[CH:8]=[N:7][C:6]([NH:19][C:18]2[CH:20]=[CH:21][C:15]([F:14])=[CH:16][CH:17]=2)=[C:5]([CH:10]=1)[C:4]([O:3][CH2:1][CH3:2])=[O:13]. The catalyst class is: 2. (5) Reactant: [CH3:1][O:2][CH2:3][CH2:4][NH:5][CH2:6][C:7]1[CH:8]=[C:9]([CH:12]=[CH:13][CH:14]=1)[C:10]#[N:11].[C:15](O[C:15]([O:17][C:18]([CH3:21])([CH3:20])[CH3:19])=[O:16])([O:17][C:18]([CH3:21])([CH3:20])[CH3:19])=[O:16]. Product: [C:10]([C:9]1[CH:8]=[C:7]([CH:14]=[CH:13][CH:12]=1)[CH2:6][N:5]([CH2:4][CH2:3][O:2][CH3:1])[C:15](=[O:16])[O:17][C:18]([CH3:21])([CH3:20])[CH3:19])#[N:11]. The catalyst class is: 1. (6) Reactant: [N:1]1[N:2]([C:6]2[CH:23]=[CH:22][CH:21]=[CH:20][C:7]=2[C:8]([N:10]2[C@H:15]([CH3:16])[CH2:14][CH2:13][C@@H:12]([C:17]([NH2:19])=O)[CH2:11]2)=[O:9])[N:3]=[CH:4][CH:5]=1.COC1C=CC(P2(SP(C3C=CC(OC)=CC=3)(=S)S2)=[S:33])=CC=1.O. Product: [N:1]1[N:2]([C:6]2[CH:23]=[CH:22][CH:21]=[CH:20][C:7]=2[C:8]([N:10]2[C@H:15]([CH3:16])[CH2:14][CH2:13][C@@H:12]([C:17](=[S:33])[NH2:19])[CH2:11]2)=[O:9])[N:3]=[CH:4][CH:5]=1. The catalyst class is: 1. (7) Reactant: [NH:1]1[C:5]2[CH:6]=[CH:7][CH:8]=[CH:9][C:4]=2[N:3]=[C:2]1[C:10]1[C:18]2[C:13](=[CH:14][CH:15]=[C:16]([N+:19]([O-])=O)[CH:17]=2)[N:12]([CH2:22][O:23][CH2:24][CH2:25][Si:26]([CH3:29])([CH3:28])[CH3:27])[N:11]=1.O.O.[Sn](Cl)(Cl)(Cl)Cl.C(=O)([O-])[O-].[K+].[K+]. Product: [NH:3]1[C:4]2[CH:9]=[CH:8][CH:7]=[CH:6][C:5]=2[N:1]=[C:2]1[C:10]1[C:18]2[C:13](=[CH:14][CH:15]=[C:16]([NH2:19])[CH:17]=2)[N:12]([CH2:22][O:23][CH2:24][CH2:25][Si:26]([CH3:29])([CH3:28])[CH3:27])[N:11]=1. The catalyst class is: 25.